This data is from Peptide-MHC class II binding affinity with 134,281 pairs from IEDB. The task is: Regression. Given a peptide amino acid sequence and an MHC pseudo amino acid sequence, predict their binding affinity value. This is MHC class II binding data. The peptide sequence is GGGFGMLLRKYGIAA. The MHC is DRB1_0901 with pseudo-sequence DRB1_0901. The binding affinity (normalized) is 0.267.